From a dataset of Full USPTO retrosynthesis dataset with 1.9M reactions from patents (1976-2016). Predict the reactants needed to synthesize the given product. (1) Given the product [F:11][C:12]1[CH:21]=[CH:20][C:19]2[O:18][CH2:17][C:16]3[CH:22]=[C:23]([C:25]([N:1]4[CH2:6][CH2:5][O:4][CH2:3][CH2:2]4)=[O:26])[S:24][C:15]=3[C:14]=2[CH:13]=1, predict the reactants needed to synthesize it. The reactants are: [NH:1]1[CH2:6][CH2:5][O:4][CH2:3][CH2:2]1.[Cl-].C[Al+]C.[F:11][C:12]1[CH:21]=[CH:20][C:19]2[O:18][CH2:17][C:16]3[CH:22]=[C:23]([C:25]([O-])=[O:26])[S:24][C:15]=3[C:14]=2[CH:13]=1. (2) Given the product [C:37]([O:36][C:34](=[O:35])[NH:26][CH:27]([CH2:32][NH:2][CH:3]([C:4](=[O:5])[NH:6][C:7]([CH3:8])([CH3:10])[CH3:9])[CH2:11][C:12]1[CH:13]=[CH:14][C:15]([O:18][CH2:19][C:20]2[CH:25]=[CH:24][CH:23]=[CH:22][CH:21]=2)=[CH:16][CH:17]=1)[CH2:28][CH:29]([CH3:30])[CH3:31])([CH3:40])([CH3:39])[CH3:38], predict the reactants needed to synthesize it. The reactants are: Cl.[NH2:2][C@@H:3]([CH2:11][C:12]1[CH:17]=[CH:16][C:15]([O:18][CH2:19][C:20]2[CH:25]=[CH:24][CH:23]=[CH:22][CH:21]=2)=[CH:14][CH:13]=1)[C:4]([NH:6][C:7]([CH3:10])([CH3:9])[CH3:8])=[O:5].[NH:26]([C:34]([O:36][C:37]([CH3:40])([CH3:39])[CH3:38])=[O:35])[C@H:27]([CH:32]=O)[CH2:28][CH:29]([CH3:31])[CH3:30].C(O[BH-](OC(=O)C)OC(=O)C)(=O)C.[Na+].C([O-])(O)=O.[Na+]. (3) Given the product [CH3:27][O:26][C:23]1[CH:24]=[CH:25][C:20]([NH:19][C:15]2[N:14]=[C:13]([C:9]3[S:8][C:7]([NH:6][C:4](=[O:5])[CH2:3][CH2:2][N:28]4[CH2:33][CH2:32][O:31][CH2:30][CH2:29]4)=[N:11][C:10]=3[CH3:12])[CH:18]=[CH:17][N:16]=2)=[CH:21][CH:22]=1, predict the reactants needed to synthesize it. The reactants are: Br[CH2:2][CH2:3][C:4]([NH:6][C:7]1[S:8][C:9]([C:13]2[CH:18]=[CH:17][N:16]=[C:15]([NH:19][C:20]3[CH:25]=[CH:24][C:23]([O:26][CH3:27])=[CH:22][CH:21]=3)[N:14]=2)=[C:10]([CH3:12])[N:11]=1)=[O:5].[NH:28]1[CH2:33][CH2:32][O:31][CH2:30][CH2:29]1.